This data is from Reaction yield outcomes from USPTO patents with 853,638 reactions. The task is: Predict the reaction yield, written as a fraction of the theoretical maximum amount of product (1.0 means a 100% yield; for example, 0.34 means a 34% yield). The reactants are Br[C:2]1[CH:3]=[C:4]([NH:10][C:11]2[CH:16]=[CH:15][C:14]([N:17]3[CH2:22][CH2:21][N:20]([CH:23]4[CH2:26][O:25][CH2:24]4)[CH2:19][C@@H:18]3[CH2:27][CH3:28])=[CH:13][N:12]=2)[C:5](=[O:9])[N:6]([CH3:8])[CH:7]=1.[C:29]([O:32][CH2:33][C:34]1[C:39](B2OC(C)(C)C(C)(C)O2)=[CH:38][C:37]([F:49])=[CH:36][C:35]=1[N:50]1[C:62](=[O:63])[C:61]2[S:60][C:59]3[CH2:58][CH2:57][CH2:56][CH2:55][C:54]=3[C:53]=2[CH:52]=[N:51]1)(=[O:31])[CH3:30].[O-]P([O-])([O-])=O.[K+].[K+].[K+].C([O-])(=O)C.[Na+]. The catalyst is C1C=CC(P(C2C=CC=CC=2)[C-]2C=CC=C2)=CC=1.C1C=CC(P(C2C=CC=CC=2)[C-]2C=CC=C2)=CC=1.Cl[Pd]Cl.[Fe+2].O.C(#N)C. The product is [C:29]([O:32][CH2:33][C:34]1[C:35]([N:50]2[C:62](=[O:63])[C:61]3[S:60][C:59]4[CH2:58][CH2:57][CH2:56][CH2:55][C:54]=4[C:53]=3[CH:52]=[N:51]2)=[CH:36][C:37]([F:49])=[CH:38][C:39]=1[C:2]1[CH:3]=[C:4]([NH:10][C:11]2[CH:16]=[CH:15][C:14]([N:17]3[CH2:22][CH2:21][N:20]([CH:23]4[CH2:26][O:25][CH2:24]4)[CH2:19][C@@H:18]3[CH2:27][CH3:28])=[CH:13][N:12]=2)[C:5](=[O:9])[N:6]([CH3:8])[CH:7]=1)(=[O:31])[CH3:30]. The yield is 0.410.